Dataset: Full USPTO retrosynthesis dataset with 1.9M reactions from patents (1976-2016). Task: Predict the reactants needed to synthesize the given product. (1) Given the product [NH2:17][C:14]1[N:15]=[CH:16][C:11]([CH:8]2[CH2:7][CH2:6][C:5](=[O:4])[CH2:10][CH2:9]2)=[N:12][CH:13]=1, predict the reactants needed to synthesize it. The reactants are: O1[C:5]2([CH2:10][CH2:9][CH:8]([C:11]3[N:12]=[CH:13][C:14]([NH2:17])=[N:15][CH:16]=3)[CH2:7][CH2:6]2)[O:4]CC1.C(#N)C.Cl.[OH-].[Na+]. (2) Given the product [Br:1][C:2]1[CH:10]=[CH:9][C:5]([C:6]([O:8][CH3:14])=[O:7])=[C:4]([F:11])[CH:3]=1, predict the reactants needed to synthesize it. The reactants are: [Br:1][C:2]1[CH:10]=[CH:9][C:5]([C:6]([OH:8])=[O:7])=[C:4]([F:11])[CH:3]=1.IC.[C:14](=O)([O-])O.[Na+]. (3) Given the product [C:14]([O:13][C:11](=[O:12])[NH:10][C@H:8]1[CH2:9][C@@H:6]([N:18]=[N+:19]=[N-:20])[CH2:7]1)([CH3:17])([CH3:16])[CH3:15], predict the reactants needed to synthesize it. The reactants are: CS(O[C@H:6]1[CH2:9][C@@H:8]([NH:10][C:11]([O:13][C:14]([CH3:17])([CH3:16])[CH3:15])=[O:12])[CH2:7]1)(=O)=O.[N-:18]=[N+:19]=[N-:20].[Na+]. (4) Given the product [CH:40]([C:39]1[N:35]([CH:34]2[C:33]3[C:28](=[CH:29][CH:30]=[CH:31][CH:32]=3)[C:27](=[O:42])[O:26][C:25]2([CH3:43])[CH3:24])[CH:36]=[N:37][CH:38]=1)=[CH:2][CH2:3][CH3:4], predict the reactants needed to synthesize it. The reactants are: [Br-].[CH2:2]([P+](C1C=CC=CC=1)(C1C=CC=CC=1)C1C=CC=CC=1)[CH2:3][CH3:4].[CH3:24][C:25]1([CH3:43])[CH:34]([N:35]2[C:39]([CH:40]=O)=[CH:38][N:37]=[CH:36]2)[C:33]2[C:28](=[CH:29][CH:30]=[CH:31][CH:32]=2)[C:27](=[O:42])[O:26]1.